From a dataset of Peptide-MHC class II binding affinity with 134,281 pairs from IEDB. Regression. Given a peptide amino acid sequence and an MHC pseudo amino acid sequence, predict their binding affinity value. This is MHC class II binding data. The peptide sequence is LNIKLNMPLYIAGNK. The MHC is HLA-DQA10401-DQB10402 with pseudo-sequence HLA-DQA10401-DQB10402. The binding affinity (normalized) is 0.161.